This data is from Reaction yield outcomes from USPTO patents with 853,638 reactions. The task is: Predict the reaction yield, written as a fraction of the theoretical maximum amount of product (1.0 means a 100% yield; for example, 0.34 means a 34% yield). (1) The reactants are N[C:2]1[CH:15]=[CH:14][C:13]2[C:12]3[C:7](=[CH:8][CH:9]=[CH:10][CH:11]=3)[CH:6]=[CH:5][C:4]=2[C:3]=1[Br:16].Cl.N([O-])=O.[Na+].[PH2](=O)O. The catalyst is C1COCC1.O. The product is [Br:16][C:3]1[C:4]2[CH:5]=[CH:6][C:7]3[C:12](=[CH:11][CH:10]=[CH:9][CH:8]=3)[C:13]=2[CH:14]=[CH:15][CH:2]=1. The yield is 0.660. (2) The reactants are [CH2:1]([C:4]1([S:7]([N:10]2[C:14]3=[CH:15][C:16]4[S:20][CH:19]=[N:18][C:17]=4[C:21]([F:22])=[C:13]3[N:12]([C:23]3[CH:28]=[CH:27][C:26]([Br:29])=[CH:25][C:24]=3[Cl:30])C2=O)(=[O:9])=[O:8])[CH2:6][CH2:5]1)[CH:2]=[CH2:3].C[Si](C)(C)[O-].[K+].[NH4+].[Cl-]. The catalyst is C1COCC1. The product is [CH2:1]([C:4]1([S:7]([NH:10][C:14]2[C:13]([NH:12][C:23]3[CH:28]=[CH:27][C:26]([Br:29])=[CH:25][C:24]=3[Cl:30])=[C:21]([F:22])[C:17]3[N:18]=[CH:19][S:20][C:16]=3[CH:15]=2)(=[O:9])=[O:8])[CH2:6][CH2:5]1)[CH:2]=[CH2:3]. The yield is 0.875. (3) The reactants are Cl[C:2]1[N:7]=[C:6]([CH2:8][CH2:9][C:10]2[CH:15]=[CH:14][CH:13]=[CH:12][C:11]=2[C:16]2([C:19]([NH2:21])=[O:20])[CH2:18][CH2:17]2)[C:5]([Cl:22])=[CH:4][N:3]=1.[CH3:23][N:24]1[CH2:28][CH2:27][CH:26]([N:29]2[CH:33]=[C:32]([NH2:34])[CH:31]=[N:30]2)[CH2:25]1.CC1C=CC(S(O)(=O)=O)=CC=1. The catalyst is O1CCOCC1. The product is [Cl:22][C:5]1[C:6]([CH2:8][CH2:9][C:10]2[CH:15]=[CH:14][CH:13]=[CH:12][C:11]=2[C:16]2([C:19]([NH2:21])=[O:20])[CH2:18][CH2:17]2)=[N:7][C:2]([NH:34][C:32]2[CH:31]=[N:30][N:29]([CH:26]3[CH2:27][CH2:28][N:24]([CH3:23])[CH2:25]3)[CH:33]=2)=[N:3][CH:4]=1. The yield is 0.0700. (4) The reactants are C([Zn][CH2:4][CH3:5])C.FC(F)(F)C(O)=O.C(I)I.[CH:16]([C:18]1[CH:19]=[C:20]([CH:25]=[CH:26][CH:27]=1)[C:21]([O:23][CH3:24])=[O:22])=C. The catalyst is C(Cl)Cl. The product is [CH:27]1([C:26]2[CH:25]=[C:20]([CH:19]=[CH:4][CH:5]=2)[C:21]([O:23][CH3:24])=[O:22])[CH2:18][CH2:16]1. The yield is 0.940. (5) The product is [CH2:13]([C:7]1[CH:8]=[C:9]2[C:4](=[CH:5][CH:6]=1)[N:3]=[C:2]([NH:24][C:23]([NH2:25])=[NH:22])[CH:11]=[C:10]2[CH3:12])[CH3:14]. The reactants are Cl[C:2]1[CH:11]=[C:10]([CH3:12])[C:9]2[C:4](=[CH:5][CH:6]=[C:7]([CH2:13][CH3:14])[CH:8]=2)[N:3]=1.C(=O)([O-])[O-].[K+].[K+].Cl.[NH2:22][C:23]([NH2:25])=[NH:24].FC(F)(F)C([O-])=O. The catalyst is CN1CCCC1=O. The yield is 0.0100. (6) The product is [CH3:24][O:27][C:33](=[O:34])[C:2]1[CH:10]=[CH:9][CH:8]=[C:4]([CH2:5][N:7]2[C:8]3[C:4](=[CH:3][C:2]([F:1])=[CH:10][CH:9]=3)[C@:5]3([CH2:13][C@:12]3([C:17]3[CH:18]=[CH:19][C:20]([I:23])=[CH:21][CH:22]=3)[CH:14]([CH3:16])[CH3:15])[C:6]2=[O:11])[CH:3]=1. No catalyst specified. The yield is 0.920. The reactants are [F:1][C:2]1[CH:3]=[C:4]2[C:8](=[CH:9][CH:10]=1)[NH:7][C:6](=[O:11])[C@:5]12[CH2:13][C@:12]1([C:17]1[CH:22]=[CH:21][C:20]([I:23])=[CH:19][CH:18]=1)[CH:14]([CH3:16])[CH3:15].[C:24]([O-:27])([O-])=O.[Cs+].[Cs+].CN([CH:33]=[O:34])C. (7) The reactants are [CH:1]1([N:4]2[CH2:9][CH2:8][N:7]3[N:10]=[C:11]([NH2:13])[CH:12]=[C:6]3[CH2:5]2)[CH2:3][CH2:2]1.CC1(C)C2C(=C(P(C3C=CC=CC=3)C3C=CC=CC=3)C=CC=2)OC2C(P(C3C=CC=CC=3)C3C=CC=CC=3)=CC=CC1=2.Br[C:57]1[C:58](=[O:65])[N:59]([CH3:64])[CH:60]=[C:61]([Br:63])[CH:62]=1.C([O-])([O-])=O.[Cs+].[Cs+]. The catalyst is O1CCOCC1.C1C=CC(/C=C/C(/C=C/C2C=CC=CC=2)=O)=CC=1.C1C=CC(/C=C/C(/C=C/C2C=CC=CC=2)=O)=CC=1.C1C=CC(/C=C/C(/C=C/C2C=CC=CC=2)=O)=CC=1.[Pd].[Pd]. The product is [Br:63][C:61]1[CH:62]=[C:57]([NH:13][C:11]2[CH:12]=[C:6]3[CH2:5][N:4]([CH:1]4[CH2:3][CH2:2]4)[CH2:9][CH2:8][N:7]3[N:10]=2)[C:58](=[O:65])[N:59]([CH3:64])[CH:60]=1. The yield is 0.300. (8) The reactants are Br[C:2]12[CH2:11][CH:6]3[CH2:7][CH:8]([CH2:10][CH:4]([CH2:5]3)[CH2:3]1)[CH2:9]2.C(OC(=O)CC[SH:18])C.[Li+].[OH-].Cl.[C:23]([OH:26])(=[O:25])[CH3:24]. The catalyst is CO.C1COCC1. The product is [C:2]12([S:18][CH2:24][C:23]([OH:26])=[O:25])[CH2:11][CH:6]3[CH2:7][CH:8]([CH2:10][CH:4]([CH2:5]3)[CH2:3]1)[CH2:9]2. The yield is 0.240. (9) The reactants are C(O[C:6]([N:8]1[CH2:13][CH2:12][N:11]([C:14]2[C:19]([N+:20]([O-:22])=[O:21])=[CH:18][CH:17]=[CH:16][C:15]=2[Cl:23])[CH2:10][CH2:9]1)=O)(C)(C)C.FC(F)(F)C(O)=O.[C:31]([O:35][C:36]([N:38]1[CH2:43][CH2:42][C:41]2[N:44]([CH2:57][CH2:58]C=O)[N:45]=[C:46]([C:47]3[CH:52]=[CH:51][C:50]([C:53]([F:56])([F:55])[F:54])=[CH:49][CH:48]=3)[C:40]=2[CH2:39]1)=[O:37])([CH3:34])([CH3:33])[CH3:32].C(O)(=O)C.[BH-](OC(C)=O)(OC(C)=O)OC(C)=O.[Na+].C([O-])(O)=O.[Na+]. The catalyst is C(Cl)Cl. The product is [C:31]([O:35][C:36]([N:38]1[CH2:43][CH2:42][C:41]2[N:44]([CH2:57][CH2:58][CH2:6][N:8]3[CH2:9][CH2:10][N:11]([C:14]4[C:19]([N+:20]([O-:22])=[O:21])=[CH:18][CH:17]=[CH:16][C:15]=4[Cl:23])[CH2:12][CH2:13]3)[N:45]=[C:46]([C:47]3[CH:48]=[CH:49][C:50]([C:53]([F:55])([F:56])[F:54])=[CH:51][CH:52]=3)[C:40]=2[CH2:39]1)=[O:37])([CH3:34])([CH3:32])[CH3:33]. The yield is 0.920.